Dataset: Full USPTO retrosynthesis dataset with 1.9M reactions from patents (1976-2016). Task: Predict the reactants needed to synthesize the given product. (1) Given the product [C:26]([N:33]1[CH2:40][CH2:39][CH2:38][C@H:34]1[C:35](=[O:36])[CH:19]=[N+:17]=[N-:18])([O:28][C:29]([CH3:32])([CH3:31])[CH3:30])=[O:27], predict the reactants needed to synthesize it. The reactants are: [OH-].[K+].CN(N=O)S(C1C=CC(C)=CC=1)(=O)=O.[N+:17](=[CH2:19])=[N-:18].ClC(OCC)=O.[C:26]([N:33]1[CH2:40][CH2:39][CH2:38][C@H:34]1[C:35](O)=[O:36])([O:28][C:29]([CH3:32])([CH3:31])[CH3:30])=[O:27].C(N(CC)CC)C. (2) Given the product [C:1]1([S:7]([N:10]2[C:18]3[C:13](=[CH:14][C:15]([CH:19]=[O:20])=[CH:16][CH:17]=3)[CH2:12][CH2:11]2)(=[O:8])=[O:9])[CH:2]=[CH:3][CH:4]=[CH:5][CH:6]=1, predict the reactants needed to synthesize it. The reactants are: [C:1]1([S:7]([N:10]2[C:18]3[C:13](=[CH:14][C:15]([CH2:19][OH:20])=[CH:16][CH:17]=3)[CH2:12][CH2:11]2)(=[O:9])=[O:8])[CH:6]=[CH:5][CH:4]=[CH:3][CH:2]=1.C1C=C[NH+]=CC=1.C1C=C[NH+]=CC=1.[O-][Cr](O[Cr]([O-])(=O)=O)(=O)=O. (3) Given the product [CH3:31][C:23]([OH:32])([CH3:22])[CH2:24][N:25]1[CH2:26][CH2:27][N:28]([C:2]2[CH:3]=[CH:4][C:5]3[N:6]([C:8]([C:16]4[CH:21]=[CH:20][N:19]=[CH:18][CH:17]=4)=[C:9]([C:11]4[S:12][CH:13]=[CH:14][CH:15]=4)[N:10]=3)[N:7]=2)[CH2:29][CH2:30]1, predict the reactants needed to synthesize it. The reactants are: Cl[C:2]1[CH:3]=[CH:4][C:5]2[N:6]([C:8]([C:16]3[CH:21]=[CH:20][N:19]=[CH:18][CH:17]=3)=[C:9]([C:11]3[S:12][CH:13]=[CH:14][CH:15]=3)[N:10]=2)[N:7]=1.[CH3:22][C:23]([OH:32])([CH3:31])[CH2:24][N:25]1[CH2:30][CH2:29][NH:28][CH2:27][CH2:26]1.C(N(C(C)C)CC)(C)C.Cl. (4) Given the product [C:1]1([C:11]2[O:12][C:13]3[CH:19]=[C:18]([CH2:20][C:21]([OH:23])=[O:22])[CH:17]=[CH:16][C:14]=3[N:15]=2)[C:10]2[C:5](=[CH:6][CH:7]=[CH:8][CH:9]=2)[CH:4]=[CH:3][CH:2]=1, predict the reactants needed to synthesize it. The reactants are: [C:1]1([C:11]2[O:12][C:13]3[CH:19]=[C:18]([CH2:20][C:21]([O:23]C)=[O:22])[CH:17]=[CH:16][C:14]=3[N:15]=2)[C:10]2[C:5](=[CH:6][CH:7]=[CH:8][CH:9]=2)[CH:4]=[CH:3][CH:2]=1.[OH-].[Na+]. (5) Given the product [CH2:1]([O:3][CH2:4][C:5]([O:7][CH2:12][CH2:11][C:10]([O:9][CH3:8])([CH3:15])[CH3:14])=[O:6])[CH3:2], predict the reactants needed to synthesize it. The reactants are: [CH2:1]([O:3][CH2:4][C:5]([OH:7])=[O:6])[CH3:2].[CH3:8][O:9][C:10]([CH3:15])([CH3:14])[CH2:11][CH2:12]O.